Predict the reactants needed to synthesize the given product. From a dataset of Full USPTO retrosynthesis dataset with 1.9M reactions from patents (1976-2016). Given the product [ClH:3].[CH3:22][O:20][C:19](=[O:21])[C@H:16]([NH:15][C:13]([O:12][CH2:5][C:6]1[CH:7]=[CH:8][CH:9]=[CH:10][CH:11]=1)=[O:14])[CH2:17][NH2:18], predict the reactants needed to synthesize it. The reactants are: S(Cl)([Cl:3])=O.[CH2:5]([O:12][C:13]([NH:15][C@@H:16]([C:19]([OH:21])=[O:20])[CH2:17][NH2:18])=[O:14])[C:6]1[CH:11]=[CH:10][CH:9]=[CH:8][CH:7]=1.[CH3:22]O.